Dataset: Full USPTO retrosynthesis dataset with 1.9M reactions from patents (1976-2016). Task: Predict the reactants needed to synthesize the given product. (1) Given the product [P:25]([OH:29])([O-:28])([O-:27])=[O:26].[Na+:37].[Na+:37].[OH-:8].[Na+:37], predict the reactants needed to synthesize it. The reactants are: C1C=CC2C(C3C=CC(O)=CC=3)(C3C=CC(O)=CC=3)OC(=[O:8])C=2C=1.[P:25]([O-:29])([O-:28])([OH:27])=[O:26].[K+].[K+].P([O-])([O-])([O-])=O.[Na+:37].[Na+].[Na+].O=P12OP3(OP(OP(O3)(O1)=O)(=O)O2)=O. (2) Given the product [F:14][C:4]1[C:3]([C:1]2[NH:2][C:15]([CH3:17])=[N:16][N:48]=2)=[CH:12][C:7]([C:8]([N:33]2[CH2:38][CH2:37][CH:36]([C:39]3[CH:46]=[CH:45][C:42]([C:43]#[N:44])=[CH:41][CH:40]=3)[CH2:35][CH2:34]2)=[O:9])=[C:6]([CH3:13])[CH:5]=1, predict the reactants needed to synthesize it. The reactants are: [C:1]([C:3]1[C:4]([F:14])=[CH:5][C:6]([CH3:13])=[C:7]([CH:12]=1)[C:8](OC)=[O:9])#[N:2].[C:15]([C:17]1C(C2CCC2)=CC(C)=C(C=1)C(OC)=O)#[N:16].Cl.[NH:33]1[CH2:38][CH2:37][CH:36]([C:39]2[CH:46]=[CH:45][C:42]([C:43]#[N:44])=[CH:41][CH:40]=2)[CH2:35][CH2:34]1.Cl.[NH:48]1CCC(C2C=CC3N(C=CN=3)C=2)CC1. (3) Given the product [C:25]([NH:24][C:18]1[CH:19]=[C:20]2[C:15](=[CH:16][CH:17]=1)[N:14]=[C:13]([N:11]1[CH:12]=[C:8]([C:6]([OH:7])=[O:5])[CH:9]=[N:10]1)[NH:22][C:21]2=[O:23])(=[O:32])[C:26]1[CH:31]=[CH:30][CH:29]=[CH:28][CH:27]=1, predict the reactants needed to synthesize it. The reactants are: [OH-].[K+].C([O:5][C:6]([C:8]1[CH:9]=[N:10][N:11]([C:13]2[NH:22][C:21](=[O:23])[C:20]3[C:15](=[CH:16][CH:17]=[C:18]([NH:24][C:25](=[O:32])[C:26]4[CH:31]=[CH:30][CH:29]=[CH:28][CH:27]=4)[CH:19]=3)[N:14]=2)[CH:12]=1)=[O:7])C. (4) Given the product [ClH:17].[NH2:9][C:4]1([C:1]([NH2:2])=[O:3])[CH2:8][CH2:7][CH2:6][CH2:5]1, predict the reactants needed to synthesize it. The reactants are: [C:1]([C:4]1([NH:9]C(=O)OC(C)(C)C)[CH2:8][CH2:7][CH2:6][CH2:5]1)(=[O:3])[NH2:2].[ClH:17]. (5) The reactants are: [OH:1][C:2]1[CH:12]=[CH:11][CH:10]=[C:9]([CH3:13])[C:3]=1[C:4]([O:6][CH2:7][CH3:8])=[O:5].C(=O)([O-])[O-].[K+].[K+].F[C:21]1[C:28]([F:29])=[CH:27][CH:26]=[CH:25][C:22]=1[C:23]#[N:24]. Given the product [C:23]([C:22]1[CH:25]=[CH:26][CH:27]=[C:28]([F:29])[C:21]=1[O:1][C:2]1[CH:12]=[CH:11][CH:10]=[C:9]([CH3:13])[C:3]=1[C:4]([O:6][CH2:7][CH3:8])=[O:5])#[N:24], predict the reactants needed to synthesize it. (6) Given the product [CH:1]1([C:6]2([CH2:7][CH2:8][C:9]3[CH:14]=[CH:13][C:12]([C:15]4([C:18]#[N:19])[CH2:16][CH2:17]4)=[C:11]([F:20])[CH:10]=3)[CH2:21][C:22](=[O:23])[CH2:27][C:26](=[O:25])[O:31]2)[CH2:5][CH2:4][CH2:3][CH2:2]1, predict the reactants needed to synthesize it. The reactants are: [CH:1]1([C:6]([OH:31])([CH2:21][C:22]2[O:23]C(C)(C)[O:25][C:26](=O)[CH:27]=2)[C:7]#[C:8][C:9]2[CH:14]=[CH:13][C:12]([C:15]3([C:18]#[N:19])[CH2:17][CH2:16]3)=[C:11]([F:20])[CH:10]=2)[CH2:5][CH2:4][CH2:3][CH2:2]1.BrC1C=CC(C2(C#N)CC2)=C(F)C=1.C1(C2(CCC3C=CC(C(C)(C)C#N)=C(F)C=3)CC(=O)CC(=O)O2)CCCC1. (7) Given the product [Cl:4][C:5]1[CH:6]=[C:7]([N:11]2[C:15]([C:16]3[CH:21]=[C:20]([F:22])[CH:19]=[C:18]([C:23]#[N:24])[CH:17]=3)=[CH:14][C:13]([C:25]([OH:27])=[O:26])=[N:12]2)[CH:8]=[CH:9][CH:10]=1, predict the reactants needed to synthesize it. The reactants are: O.[OH-].[Li+].[Cl:4][C:5]1[CH:6]=[C:7]([N:11]2[C:15]([C:16]3[CH:21]=[C:20]([F:22])[CH:19]=[C:18]([C:23]#[N:24])[CH:17]=3)=[CH:14][C:13]([C:25]([O:27]CC)=[O:26])=[N:12]2)[CH:8]=[CH:9][CH:10]=1.Cl. (8) Given the product [CH3:13][N:12]([CH3:14])[C:4]1[C:5]2[S:10][C:9]([CH3:11])=[CH:8][C:6]=2[N:7]=[C:2]([NH:15][C@H:16]2[C@H:20]([OH:21])[CH2:19][N:18]([C:22](=[O:35])[CH2:23][C:24]3[CH:25]=[CH:26][C:27]([O:30][C:31]([F:32])([F:33])[F:34])=[CH:28][CH:29]=3)[CH2:17]2)[N:3]=1, predict the reactants needed to synthesize it. The reactants are: Cl[C:2]1[N:3]=[C:4]([N:12]([CH3:14])[CH3:13])[C:5]2[S:10][C:9]([CH3:11])=[CH:8][C:6]=2[N:7]=1.[NH2:15][C@H:16]1[C@H:20]([OH:21])[CH2:19][N:18]([C:22](=[O:35])[CH2:23][C:24]2[CH:29]=[CH:28][C:27]([O:30][C:31]([F:34])([F:33])[F:32])=[CH:26][CH:25]=2)[CH2:17]1.O1CCOCC1.CC(C)([O-])C.[Na+].